Predict the product of the given reaction. From a dataset of Forward reaction prediction with 1.9M reactions from USPTO patents (1976-2016). (1) Given the reactants [F:1][C:2]1[CH:17]=[C:16]([F:18])[CH:15]=[CH:14][C:3]=1[O:4][C:5]1[N:10]=[CH:9][C:8]2[CH:11]=[N:12][NH:13][C:7]=2[CH:6]=1.[I:19]I.[OH-].[K+], predict the reaction product. The product is: [F:1][C:2]1[CH:17]=[C:16]([F:18])[CH:15]=[CH:14][C:3]=1[O:4][C:5]1[N:10]=[CH:9][C:8]2[C:11]([I:19])=[N:12][NH:13][C:7]=2[CH:6]=1. (2) Given the reactants [F:1][C:2]1[C:3]([C:15]#N)=[N:4][CH:5]=[CH:6][C:7]=1[C:8]1[CH:9]=[N:10][CH:11]=[CH:12][C:13]=1[CH3:14].[C:17]1([Mg]Br)[CH:22]=[CH:21][CH:20]=[CH:19][CH:18]=1.Cl.[OH-:26].[Na+], predict the reaction product. The product is: [F:1][C:2]1[C:3]([C:15]([C:17]2[CH:22]=[CH:21][CH:20]=[CH:19][CH:18]=2)=[O:26])=[N:4][CH:5]=[CH:6][C:7]=1[C:8]1[CH:9]=[N:10][CH:11]=[CH:12][C:13]=1[CH3:14]. (3) Given the reactants [CH2:1]([O:3][C:4](=[O:20])[CH:5]([O:17][CH2:18][CH3:19])[CH2:6][C:7]1[CH:12]=[CH:11][C:10]([OH:13])=[CH:9][C:8]=1[O:14][CH2:15][CH3:16])[CH3:2].[CH3:21][C:22]1[S:26][C:25]([C:27]2[CH:32]=[CH:31][C:30]([C:33]([F:36])([F:35])[F:34])=[CH:29][CH:28]=2)=[N:24][C:23]=1[CH2:37][CH2:38]O.C1(P(C2C=CC=CC=2)C2C=CC=CC=2)C=CC=CC=1.N(C(OC(C)(C)C)=O)=NC(OC(C)(C)C)=O, predict the reaction product. The product is: [CH2:1]([O:3][C:4](=[O:20])[CH:5]([O:17][CH2:18][CH3:19])[CH2:6][C:7]1[CH:12]=[CH:11][C:10]([O:13][CH2:38][CH2:37][C:23]2[N:24]=[C:25]([C:27]3[CH:32]=[CH:31][C:30]([C:33]([F:36])([F:34])[F:35])=[CH:29][CH:28]=3)[S:26][C:22]=2[CH3:21])=[CH:9][C:8]=1[O:14][CH2:15][CH3:16])[CH3:2]. (4) Given the reactants CC(C[AlH]CC(C)C)C.[CH3:10][C:11]([C:15]1[NH:19][N:18]=[C:17]([C:20]2[CH:25]=[CH:24][CH:23]=[CH:22][CH:21]=2)[N:16]=1)([CH3:14])[C:12]#[N:13], predict the reaction product. The product is: [CH3:14][C:11]([C:15]1[NH:19][N:18]=[C:17]([C:20]2[CH:25]=[CH:24][CH:23]=[CH:22][CH:21]=2)[N:16]=1)([CH3:10])[CH2:12][NH2:13]. (5) Given the reactants [C:1]([O:5][C:6]([N:8]1[CH:12]([C:13]2[CH:18]=[CH:17][C:16](I)=[CH:15][CH:14]=2)[CH2:11][O:10][C:9]1([CH3:21])[CH3:20])=[O:7])([CH3:4])([CH3:3])[CH3:2].[CH3:22][N:23](C=O)C, predict the reaction product. The product is: [C:1]([O:5][C:6]([N:8]1[CH:12]([C:13]2[CH:18]=[CH:17][C:16]([C:22]#[N:23])=[CH:15][CH:14]=2)[CH2:11][O:10][C:9]1([CH3:21])[CH3:20])=[O:7])([CH3:4])([CH3:3])[CH3:2].